This data is from Kir2.1 potassium channel HTS with 301,493 compounds. The task is: Binary Classification. Given a drug SMILES string, predict its activity (active/inactive) in a high-throughput screening assay against a specified biological target. (1) The compound is S(=O)(=O)(N(C(=O)C1CCCCC1)c1ccc(OC)cc1)c1c2ncccc2ccc1. The result is 0 (inactive). (2) The drug is S(CC(=O)c1c(n(Cc2cc3OCOc3cc2)c(c1)C)C)c1oc(nn1)Cc1ccccc1. The result is 0 (inactive). (3) The result is 0 (inactive). The compound is OCC1(CCN(CC1)Cc1ccc(cc1)C(OC)=O)CCOc1ccccc1. (4) The drug is O=C(N1CCC(N(C2C(CCCC2)C)C)CC1)CNC(=O)/C=C\c1c(cccc1)C. The result is 0 (inactive). (5) The drug is Brc1oc(C(=O)Nc2nn(nn2)CC)cc1. The result is 0 (inactive). (6) The molecule is O=C(Nc1c(cccc1C)C)CNC(=O)Nc1c(OC)cccc1. The result is 0 (inactive).